This data is from Catalyst prediction with 721,799 reactions and 888 catalyst types from USPTO. The task is: Predict which catalyst facilitates the given reaction. Reactant: [NH2:1][C@H:2]([CH2:7][C:8]1[CH:13]=[CH:12][C:11]([OH:14])=[CH:10][CH:9]=1)[C:3]([O:5][CH3:6])=[O:4].C(=O)(O)[O-].[Na+].[C:20](O[C:20]([O:22][C:23]([CH3:26])([CH3:25])[CH3:24])=[O:21])([O:22][C:23]([CH3:26])([CH3:25])[CH3:24])=[O:21]. Product: [C:23]([O:22][C:20]([NH:1][C@H:2]([CH2:7][C:8]1[CH:9]=[CH:10][C:11]([OH:14])=[CH:12][CH:13]=1)[C:3]([O:5][CH3:6])=[O:4])=[O:21])([CH3:26])([CH3:25])[CH3:24]. The catalyst class is: 14.